Dataset: Forward reaction prediction with 1.9M reactions from USPTO patents (1976-2016). Task: Predict the product of the given reaction. Given the reactants [NH2:1][C@@H:2]1[CH2:7][CH2:6][C@H:5]([NH:8][C:9](=[O:18])[C:10]2[CH:15]=[CH:14][C:13]([F:16])=[C:12]([Cl:17])[CH:11]=2)[CH2:4][CH2:3]1.Cl[C:20]1[N:25]=[C:24]([CH3:26])[N:23]=[C:22]([NH:27][CH3:28])[CH:21]=1.C([O-])(O)=O.[Na+], predict the reaction product. The product is: [Cl:17][C:12]1[CH:11]=[C:10]([CH:15]=[CH:14][C:13]=1[F:16])[C:9]([NH:8][C@H:5]1[CH2:4][CH2:3][C@@H:2]([NH:1][C:20]2[CH:21]=[C:22]([NH:27][CH3:28])[N:23]=[C:24]([CH3:26])[N:25]=2)[CH2:7][CH2:6]1)=[O:18].